From a dataset of Forward reaction prediction with 1.9M reactions from USPTO patents (1976-2016). Predict the product of the given reaction. (1) Given the reactants [F:1][C:2]([F:15])([S:11]([O-:14])(=[O:13])=[O:12])[CH2:3][O:4][C:5](=[O:10])[CH2:6][CH2:7][CH2:8][CH3:9].[Na+].[Cl-].[C:18]1([S+:24]([C:31]2[CH:36]=[CH:35][CH:34]=[CH:33][CH:32]=2)[C:25]2[CH:30]=[CH:29][CH:28]=[CH:27][CH:26]=2)[CH:23]=[CH:22][CH:21]=[CH:20][CH:19]=1, predict the reaction product. The product is: [F:15][C:2]([F:1])([S:11]([O-:14])(=[O:13])=[O:12])[CH2:3][O:4][C:5](=[O:10])[CH2:6][CH2:7][CH2:8][CH3:9].[C:31]1([S+:24]([C:18]2[CH:19]=[CH:20][CH:21]=[CH:22][CH:23]=2)[C:25]2[CH:30]=[CH:29][CH:28]=[CH:27][CH:26]=2)[CH:32]=[CH:33][CH:34]=[CH:35][CH:36]=1. (2) Given the reactants [NH2:1][C:2]1[C:3]([C:27]([NH2:29])=[O:28])=[N:4][C:5]([CH:8]2[CH2:13][CH2:12][N:11]([C:14]3[N:19]=[C:18](Cl)[N:17]=[C:16]([O:21][C@H:22]([CH3:26])[CH2:23][O:24][CH3:25])[N:15]=3)[CH2:10][CH2:9]2)=[CH:6][CH:7]=1.[F:30][C:31]([F:35])([F:34])[CH2:32][NH2:33].CCN(C(C)C)C(C)C.C[C:46](N(C)C)=[O:47], predict the reaction product. The product is: [NH2:1][C:2]1[CH:7]=[CH:6][C:5]([CH:8]2[CH2:13][CH2:12][N:11]([C:14]3[N:15]=[C:16]([O:21][C@H:22]([CH3:26])[CH2:23][O:24][CH3:25])[N:17]=[C:18]([C:46]([NH:33][CH2:32][C:31]([F:35])([F:34])[F:30])=[O:47])[N:19]=3)[CH2:10][CH2:9]2)=[N:4][C:3]=1[C:27](=[O:28])[NH2:29]. (3) Given the reactants FC(F)(F)S(O[C:7]1[CH2:12][CH2:11][N:10]([C:13]([O:15][C:16]([CH3:19])([CH3:18])[CH3:17])=[O:14])[CH2:9][C:8]=1[C:20]([O:22][CH2:23][CH3:24])=[O:21])(=O)=O.[F:27][C:28]1[CH:33]=[CH:32][C:31](B(O)O)=[CH:30][CH:29]=1.C(=O)([O-])[O-].[Na+].[Na+], predict the reaction product. The product is: [F:27][C:28]1[CH:33]=[CH:32][C:31]([C:7]2[CH2:12][CH2:11][N:10]([C:13]([O:15][C:16]([CH3:17])([CH3:18])[CH3:19])=[O:14])[CH2:9][C:8]=2[C:20]([O:22][CH2:23][CH3:24])=[O:21])=[CH:30][CH:29]=1. (4) Given the reactants [CH3:1][O:2][C:3]1[CH:8]=[CH:7][C:6]([CH2:9][N:10]2[C:14]3=[N:15][CH:16]=[CH:17][C:18]([O:19][C:20]4[CH:25]=[CH:24][C:23]([C:26](=[O:34])[NH:27][C:28]5[S:29][CH:30]=[C:31]([CH3:33])[N:32]=5)=[CH:22][CH:21]=4)=[C:13]3[C:12]([NH:35][C@@H:36]3[CH2:41][CH2:40][CH2:39][N:38](C(OC(C)(C)C)=O)[CH2:37]3)=[N:11]2)=[CH:5][CH:4]=1.[C:49]([OH:55])([C:51]([F:54])([F:53])[F:52])=[O:50], predict the reaction product. The product is: [F:52][C:51]([F:54])([F:53])[C:49]([O-:55])=[O:50].[CH3:1][O:2][C:3]1[CH:4]=[CH:5][C:6]([CH2:9][N:10]2[C:14]3=[N:15][CH:16]=[CH:17][C:18]([O:19][C:20]4[CH:25]=[CH:24][C:23]([C:26](=[O:34])[NH:27][C:28]5[S:29][CH:30]=[C:31]([CH3:33])[N:32]=5)=[CH:22][CH:21]=4)=[C:13]3[C:12]([NH:35][C@@H:36]3[CH2:41][CH2:40][CH2:39][NH2+:38][CH2:37]3)=[N:11]2)=[CH:7][CH:8]=1. (5) Given the reactants [CH3:1][C:2]1[N:7]=[CH:6][C:5]([CH:8]([OH:10])[CH3:9])=[CH:4][CH:3]=1.[H-].[Na+].[CH3:13][O:14][CH2:15]Cl, predict the reaction product. The product is: [CH3:13][O:14][CH2:15][O:10][CH:8]([C:5]1[CH:4]=[CH:3][C:2]([CH3:1])=[N:7][CH:6]=1)[CH3:9]. (6) Given the reactants [Br:1][CH2:2][CH2:3][CH2:4]Br.[NH:6]1[C:10]2[CH:11]=[CH:12][CH:13]=[CH:14][C:9]=2[N:8]=[N:7]1.[OH-].[K+].O, predict the reaction product. The product is: [Br:1][CH2:2][CH2:3][CH2:4][N:7]1[N:8]=[C:9]2[CH:14]=[CH:13][CH:12]=[CH:11][C:10]2=[N:6]1. (7) Given the reactants [C:1]([C:4]1[CH:13]=[CH:12][C:7]([C:8]([O:10][CH3:11])=[O:9])=[CH:6][CH:5]=1)(=[O:3])[CH3:2].CO[CH:16](OC)[N:17]([CH3:19])[CH3:18], predict the reaction product. The product is: [CH3:16][N:17]([CH3:19])/[CH:18]=[CH:2]/[C:1]([C:4]1[CH:13]=[CH:12][C:7]([C:8]([O:10][CH3:11])=[O:9])=[CH:6][CH:5]=1)=[O:3].